Dataset: Experimentally validated miRNA-target interactions with 360,000+ pairs, plus equal number of negative samples. Task: Binary Classification. Given a miRNA mature sequence and a target amino acid sequence, predict their likelihood of interaction. (1) The miRNA is hsa-miR-142-3p with sequence UGUAGUGUUUCCUACUUUAUGGA. The protein sequence of the target gene is MTLESIMACCLSEEAKEARRINDEIERQLRRDKRDARRELKLLLLGTGESGKSTFIKQMRIIHGSGYSDEDKRGFTKLVYQNIFTAMQAMIRAMDTLKIPYKYEHNKAHAQLVREVDVEKVSAFENPYVDAIKSLWNDPGIQECYDRRREYQLSDSTKYYLNDLDRVADPAYLPTQQDVLRVRVPTTGIIEYPFDLQSVIFRMVDVGGQRSERRKWIHCFENVTSIMFLVALSEYDQVLVESDNENRMEESKALFRTIITYPWFQNSSVILFLNKKDLLEEKIMYSHLVDYFPEYDGPQR.... Result: 1 (interaction). (2) The miRNA is hsa-miR-3675-3p with sequence CAUCUCUAAGGAACUCCCCCAA. The protein sequence of the target gene is MGQRLSGGRSCLDVPGRLLPQPPPPPPPVRRKLALLFAMLCVWLYMFLYSCAGSCAAAPGLLLLGSGSRAAHDPPALATAPDGTPPRLPFRAPPATPLASGKEMAEGAASPEEQSPEVPDSPSPISSFFSGSGSKQLPQAIIIGVKKGGTRALLEFLRVHPDVRAVGAEPHFFDRSYDKGLAWYRDLMPRTLDGQITMEKTPSYFVTREAPARISAMSKDTKLIVVVRDPVTRAISDYTQTLSKRPDIPTFESLTFKNRTAGLIDTSWSAIQIGIYAKHLEHWLRHFPIRQMLFVSGERL.... Result: 0 (no interaction). (3) The miRNA is hsa-miR-3124-3p with sequence ACUUUCCUCACUCCCGUGAAGU. The protein sequence of the target gene is MAARVGAFLKNAWDKEPVLVVSFVVGGLAVILPPLSPYFKYSVMINKATPYNYPVPVRDDGNMPDVPSHPQDPQGPSLEWLKKL. Result: 0 (no interaction). (4) The miRNA is hsa-miR-106b-5p with sequence UAAAGUGCUGACAGUGCAGAU. The protein sequence of the target gene is MSGSKSVSPPGYAAQTAASPAPRGGPEHRAAWGEADSRANGYPHAPGGSTRGSTKRSGGAVTPQQQQRLASRWRGGDDDEDPPLSGDDPLAGGFGFSFRSKSAWQERGGDDGGRGSRRQRRGAAGGGSTRAPPAGGSGSSAAAAAAAGGTEVRPRSVELGLEERRGKGRAAEELEPGTGIVEDGDGSEDGGSSVASGSGTGAVLSLGACCLALLQIFRSKKFPSDKLERLYQRYFFRLNQSSLTMLMAVLVLVCLVMLAFHAARPPLQIAYLAVLAAAVGVILIMAVLCNRAAFHQDHMG.... Result: 0 (no interaction). (5) The miRNA is mmu-miR-204-5p with sequence UUCCCUUUGUCAUCCUAUGCCU. The protein sequence of the target gene is MDSFKVVLEGPAPWGFRLQGGKDFNVPLSISRLTPGGKAAQAGVAVGDWVLNIDGENAGSLTHIEAQNKIRACGERLSLGLSRAQPVQSKPQKALTPPADPPRYTFAPSASLNKTARPFGAPPPTDSTLRQNGQLLRQPVPDASKQRLMEDTEDWRPRPGTGQSRSFRILAHLTGTEFMQDPDEEFMKKSSQVPRTEAPAPASTIPQESWPGPTTPSPTSRPPWAVDPAFAERYAPDKTSTVLTRHSQPATPTPLQNRTSIVQAAAGGGTGGGSNNGKTPVCHQCHKIIRGRYLVALGHA.... Result: 0 (no interaction). (6) The miRNA is hsa-miR-383-3p with sequence ACAGCACUGCCUGGUCAGA. The protein sequence of the target gene is MSDLQAAEGPGSWSPTARPGSAGGVGDCQGVEGSQAAASENEDLENKDTSLLASATDPEPCSSPHRPQMVSPVSKDATEDLRKATGPLEAQALVKQDLLPADQAQVLNEMAKYQVPQRSGDIVMIQSEHTGAIDVLSADLESADLLGDHRKVSPPLMAPPCIWTFAKVKEFKSKLGKEKNSRLVVKRGEVVTIRVPTHPEGKRVCWEFATDDYDIGFGVYFDWTPVTSTDITVQVSDSSDDEDEEEEEEEEIEEPVPAGDVERGSRSSLRGRYGEVMPVYRRDSHRDVQAGSHDYPGEGI.... Result: 1 (interaction).